Predict the product of the given reaction. From a dataset of Forward reaction prediction with 1.9M reactions from USPTO patents (1976-2016). (1) Given the reactants [CH2:1]([O:8][C:9]1[CH:10]=[C:11]([CH:15]=[C:16]([O:18][CH2:19][C:20]2[CH:25]=[CH:24][CH:23]=[CH:22][CH:21]=2)[CH:17]=1)[C:12](Cl)=[O:13])[C:2]1[CH:7]=[CH:6][CH:5]=[CH:4][CH:3]=1.[F:26][C:27]([F:36])([F:35])[C:28]1[CH:29]=[C:30]([CH:32]=[CH:33][CH:34]=1)[NH2:31], predict the reaction product. The product is: [CH2:1]([O:8][C:9]1[CH:10]=[C:11]([CH:15]=[C:16]([O:18][CH2:19][C:20]2[CH:25]=[CH:24][CH:23]=[CH:22][CH:21]=2)[CH:17]=1)[C:12]([NH:31][C:30]1[CH:32]=[CH:33][CH:34]=[C:28]([C:27]([F:26])([F:35])[F:36])[CH:29]=1)=[O:13])[C:2]1[CH:7]=[CH:6][CH:5]=[CH:4][CH:3]=1. (2) The product is: [C:50]([CH2:51][C@@H:52]1[CH2:53][CH2:6][C@H:5]([NH:4][C:30]([C:29]2[C:23]3[C:24](=[N:25][CH:26]=[C:21]([C:15]4[C:14]5[C:18](=[CH:19][C:11]([F:10])=[CH:12][CH:13]=5)[N:17]([CH3:20])[N:16]=4)[N:22]=3)[N:27]([CH2:33][O:34][CH2:35][CH2:36][Si:37]([CH3:38])([CH3:39])[CH3:40])[CH:28]=2)=[O:32])[CH2:7]1)#[N:49]. Given the reactants C([N:4](CC)[CH:5]([CH3:7])[CH3:6])(C)C.[F:10][C:11]1[CH:19]=[C:18]2[C:14]([C:15]([C:21]3[N:22]=[C:23]4[C:29]([C:30]([OH:32])=O)=[CH:28][N:27]([CH2:33][O:34][CH2:35][CH2:36][Si:37]([CH3:40])([CH3:39])[CH3:38])[C:24]4=[N:25][CH:26]=3)=[N:16][N:17]2[CH3:20])=[CH:13][CH:12]=1.CN(C(O[N:49]1N=N[C:51]2[CH:52]=[CH:53]C=N[C:50]1=2)=[N+](C)C)C.F[P-](F)(F)(F)(F)F.O, predict the reaction product. (3) Given the reactants [C:1]1([S:7]([CH:10]([F:12])[F:11])(=[O:9])=[O:8])[CH:6]=[CH:5][CH:4]=[CH:3][CH:2]=1.[CH2:13](I)[CH2:14][CH2:15][CH2:16][CH2:17][CH2:18][CH3:19].CC([O-])(C)C.[K+], predict the reaction product. The product is: [C:1]1([S:7]([C:10]([F:12])([F:11])[CH2:13][CH2:14][CH2:15][CH2:16][CH2:17][CH2:18][CH3:19])(=[O:9])=[O:8])[CH:2]=[CH:3][CH:4]=[CH:5][CH:6]=1. (4) Given the reactants Cl[C:2]1[C:3]2[C:4](=[N:8][N:9]([CH2:11][C:12]3[CH:17]=[CH:16][C:15]([CH2:18][N:19]4[CH:23]=[CH:22][CH:21]=[N:20]4)=[CH:14][CH:13]=3)[CH:10]=2)[N:5]=[CH:6][N:7]=1.[NH:24]1[C:32]2[C:27](=[CH:28][CH:29]=[CH:30][CH:31]=2)[C:26]([CH2:33][NH2:34])=[N:25]1.CCN(C(C)C)C(C)C, predict the reaction product. The product is: [NH:24]1[C:32]2[C:27](=[CH:28][CH:29]=[CH:30][CH:31]=2)[C:26]([CH2:33][NH:34][C:2]2[C:3]3[C:4](=[N:8][N:9]([CH2:11][C:12]4[CH:17]=[CH:16][C:15]([CH2:18][N:19]5[CH:23]=[CH:22][CH:21]=[N:20]5)=[CH:14][CH:13]=4)[CH:10]=3)[N:5]=[CH:6][N:7]=2)=[N:25]1. (5) Given the reactants [F:1][C:2]1[CH:7]=[CH:6][C:5]([C:8]2[CH:9]=[N:10][N:11]([CH2:13][CH2:14][CH2:15][C:16]([OH:18])=O)[CH:12]=2)=[CH:4][CH:3]=1.[Cl:19][C:20]1[CH:21]=[CH:22][C:23]([O:29][CH3:30])=[C:24]([CH:28]=1)[CH2:25][NH:26][CH3:27], predict the reaction product. The product is: [Cl:19][C:20]1[CH:21]=[CH:22][C:23]([O:29][CH3:30])=[C:24]([CH:28]=1)[CH2:25][N:26]([CH3:27])[C:16](=[O:18])[CH2:15][CH2:14][CH2:13][N:11]1[CH:12]=[C:8]([C:5]2[CH:4]=[CH:3][C:2]([F:1])=[CH:7][CH:6]=2)[CH:9]=[N:10]1. (6) Given the reactants [NH2:1][CH:2]1[CH2:7][CH2:6][N:5]([CH2:8][C@H:9]2[N:19]3[C:20]4[N:11]([C:12](=[O:22])[CH:13]=[CH:14][C:15]=4[CH:16]=[CH:17][C:18]3=[O:21])[CH2:10]2)[CH2:4][CH2:3]1.[CH2:23]1[C:31]2[CH:30]=[C:29]([CH:32]=O)[N:28]=[CH:27][C:26]=2CO1.[BH-](OC(C)=O)(OC(C)=O)[O:35][C:36]([CH3:38])=O.[Na+].C([O-])(O)=O.[Na+].C(Cl)(Cl)[Cl:54].CO, predict the reaction product. The product is: [ClH:54].[O:35]1[C:26]2=[CH:27][N:28]=[C:29]([CH2:32][NH:1][CH:2]3[CH2:3][CH2:4][N:5]([CH2:8][C@H:9]4[N:19]5[C:20]6[N:11]([C:12](=[O:22])[CH:13]=[CH:14][C:15]=6[CH:16]=[CH:17][C:18]5=[O:21])[CH2:10]4)[CH2:6][CH2:7]3)[CH:30]=[C:31]2[CH2:23][CH2:38][CH2:36]1.